Dataset: Reaction yield outcomes from USPTO patents with 853,638 reactions. Task: Predict the reaction yield, written as a fraction of the theoretical maximum amount of product (1.0 means a 100% yield; for example, 0.34 means a 34% yield). (1) The reactants are [O:1]1[C:6]2[CH:7]=[CH:8][C:9]([C:11](=O)[CH2:12][NH:13][C:14]([C:16]3[S:17][C:18]4[C:24]([N:25]5[CH2:30][CH2:29][O:28][CH2:27][CH2:26]5)=[CH:23][CH:22]=[C:21]([O:31][CH3:32])[C:19]=4[N:20]=3)=O)=[CH:10][C:5]=2[O:4][CH2:3][CH2:2]1.FC(F)(F)C([O-])=O.[NH4+:41]. The catalyst is O. The product is [O:1]1[C:6]2[CH:7]=[CH:8][C:9]([C:11]3[N:41]=[C:14]([C:16]4[S:17][C:18]5[C:24]([N:25]6[CH2:30][CH2:29][O:28][CH2:27][CH2:26]6)=[CH:23][CH:22]=[C:21]([O:31][CH3:32])[C:19]=5[N:20]=4)[NH:13][CH:12]=3)=[CH:10][C:5]=2[O:4][CH2:3][CH2:2]1. The yield is 0.710. (2) The reactants are Cl.[CH:2]1([N:5]([CH3:12])[CH2:6]/[CH:7]=[CH:8]/[C:9]([OH:11])=O)[CH2:4][CH2:3]1.C(Cl)(C(Cl)=O)=O.[NH2:19][C:20]1[N:28]=[CH:27][N:26]=[C:25]2[C:21]=1[N:22]([C:40]1[CH:45]=[CH:44][C:43]([O:46][C:47]3[CH:52]=[CH:51][CH:50]=[CH:49][CH:48]=3)=[CH:42][CH:41]=1)[C:23](=[O:39])[N:24]2[C:29]1[CH:38]=[CH:37][C:32]2[O:33][CH2:34][CH2:35][NH:36][C:31]=2[CH:30]=1. The catalyst is C(#N)C.CN(C=O)C.C(Cl)Cl. The product is [NH2:19][C:20]1[N:28]=[CH:27][N:26]=[C:25]2[C:21]=1[N:22]([C:40]1[CH:41]=[CH:42][C:43]([O:46][C:47]3[CH:52]=[CH:51][CH:50]=[CH:49][CH:48]=3)=[CH:44][CH:45]=1)[C:23](=[O:39])[N:24]2[C:29]1[CH:38]=[CH:37][C:32]2[O:33][CH2:34][CH2:35][N:36]([C:9](=[O:11])/[CH:8]=[CH:7]/[CH2:6][N:5]([CH:2]3[CH2:3][CH2:4]3)[CH3:12])[C:31]=2[CH:30]=1. The yield is 0.0700. (3) The reactants are S([CH2:5][CH2:6][C:7]#[C:8][C:9]1[CH:14]=[CH:13][CH:12]=[CH:11][CH:10]=1)(C)(=O)=O.[CH2:15]([CH:22]1[CH2:27][CH2:26][NH:25][CH2:24][CH2:23]1)[C:16]1[CH:21]=[CH:20][CH:19]=[CH:18][CH:17]=1.C([O-])([O-])=O.[K+].[K+]. The catalyst is CC#N. The product is [CH2:8]([CH:7]1[CH2:27][CH2:26][N:25]([CH2:24][CH2:23][C:22]#[C:15][C:16]2[CH:17]=[CH:18][CH:19]=[CH:20][CH:21]=2)[CH2:5][CH2:6]1)[C:9]1[CH:14]=[CH:13][CH:12]=[CH:11][CH:10]=1. The yield is 0.380.